From a dataset of Peptide-MHC class I binding affinity with 185,985 pairs from IEDB/IMGT. Regression. Given a peptide amino acid sequence and an MHC pseudo amino acid sequence, predict their binding affinity value. This is MHC class I binding data. (1) The peptide sequence is LTNDNTSRY. The MHC is HLA-A30:02 with pseudo-sequence HLA-A30:02. The binding affinity (normalized) is 0.798. (2) The binding affinity (normalized) is 0.0847. The peptide sequence is GPAFVRTKL. The MHC is HLA-B38:01 with pseudo-sequence HLA-B38:01. (3) The peptide sequence is WAASAETPL. The MHC is HLA-B35:01 with pseudo-sequence HLA-B35:01. The binding affinity (normalized) is 0.936. (4) The peptide sequence is LAEQFSGEY. The MHC is HLA-B15:01 with pseudo-sequence HLA-B15:01. The binding affinity (normalized) is 0.452.